Dataset: Full USPTO retrosynthesis dataset with 1.9M reactions from patents (1976-2016). Task: Predict the reactants needed to synthesize the given product. The reactants are: Cl.[Cl:2][CH2:3][CH2:4][CH2:5][C:6]([C:8]1[CH:13]=[CH:12][C:11]([C:14]([CH3:19])([CH3:18])[C:15]([OH:17])=[O:16])=[CH:10][CH:9]=1)=[O:7].[CH2:20](O)[CH3:21]. Given the product [Cl:2][CH2:3][CH2:4][CH2:5][C:6]([C:8]1[CH:13]=[CH:12][C:11]([C:14]([CH3:19])([CH3:18])[C:15]([O:17][CH2:20][CH3:21])=[O:16])=[CH:10][CH:9]=1)=[O:7], predict the reactants needed to synthesize it.